From a dataset of Forward reaction prediction with 1.9M reactions from USPTO patents (1976-2016). Predict the product of the given reaction. (1) Given the reactants [Cl:1][C:2]1[CH:7]=[CH:6][C:5]([N:8]2[N+:12]([O-])=[C:11]3[CH:14]=[C:15]([S:18]([CH3:21])(=[O:20])=[O:19])[CH:16]=[CH:17][C:10]3=[N:9]2)=[CH:4][CH:3]=1.[Cl-].[NH4+], predict the reaction product. The product is: [Cl:1][C:2]1[CH:7]=[CH:6][C:5]([N:8]2[N:9]=[C:10]3[CH:17]=[CH:16][C:15]([S:18]([CH3:21])(=[O:20])=[O:19])=[CH:14][C:11]3=[N:12]2)=[CH:4][CH:3]=1. (2) Given the reactants [CH3:1][C:2]1[CH2:7][CH2:6][CH2:5][C:4]([CH3:9])([CH3:8])[C:3]=1[CH:10]=[O:11].[CH3:12][Mg]I.[Cl-].[NH4+], predict the reaction product. The product is: [CH3:1][C:2]1[CH2:7][CH2:6][CH2:5][C:4]([CH3:8])([CH3:9])[C:3]=1[CH:10]([OH:11])[CH3:12]. (3) The product is: [CH2:10]([OH:25])[CH2:11][CH2:12][CH2:13][CH2:14][CH2:15][CH2:24][CH2:23][CH2:22][CH3:17]. Given the reactants CC1N=CC(C=C[C:10](=[O:25])[CH2:11][CH2:12][CH2:13][CH2:14][C:15]2[CH:24]=[CH:23][C:22]3CCCN[C:17]=3N=2)=CN=1, predict the reaction product. (4) Given the reactants [NH2:1][C:2]1([C:5]([NH:7][CH2:8][C:9]2[CH:14]=[CH:13][C:12]([NH:15][C:16]3[CH:21]=[CH:20][CH:19]=[CH:18][C:17]=3[C:22]([F:25])([F:24])[F:23])=[CH:11][CH:10]=2)=[O:6])[CH2:4][CH2:3]1.[O:26]=[C:27]1[NH:31][CH:30]([C:32](O)=[O:33])[CH2:29][CH2:28]1, predict the reaction product. The product is: [F:25][C:22]([F:23])([F:24])[C:17]1[CH:18]=[CH:19][CH:20]=[CH:21][C:16]=1[NH:15][C:12]1[CH:11]=[CH:10][C:9]([CH2:8][NH:7][C:5]([C:2]2([NH:1][C:32]([CH:30]3[CH2:29][CH2:28][C:27](=[O:26])[NH:31]3)=[O:33])[CH2:3][CH2:4]2)=[O:6])=[CH:14][CH:13]=1. (5) Given the reactants [NH2:1][C:2]1[CH:13]=[C:12]([F:14])[C:5]2[N:6]([CH3:11])[C:7](=[O:10])[O:8][CH2:9][C:4]=2[CH:3]=1.[O:15]1[CH2:17][C@@H:16]1[C:18]([O:20][CH3:21])=[O:19].FC(F)(F)S([O-])(=O)=O.[Li+], predict the reaction product. The product is: [F:14][C:12]1[C:5]2[N:6]([CH3:11])[C:7](=[O:10])[O:8][CH2:9][C:4]=2[CH:3]=[C:2]([NH:1][CH2:17][C@@H:16]([OH:15])[C:18]([O:20][CH3:21])=[O:19])[CH:13]=1.